From a dataset of Full USPTO retrosynthesis dataset with 1.9M reactions from patents (1976-2016). Predict the reactants needed to synthesize the given product. (1) Given the product [CH2:17]([N:8]1[C:1](=[O:53])[C:2]2[C:3](=[CH:4][CH:5]=[CH:6][CH:7]=2)[C:10]([C:19]2[C:27]3[C:22](=[CH:23][CH:24]=[CH:25][CH:26]=3)[N:21]([CH2:28][C:29]([N:35]([CH3:36])[CH3:34])=[O:31])[C:20]=2[CH3:32])=[N:9]1)[C:16]1[CH:11]=[CH:12][CH:13]=[CH:14][CH:15]=1, predict the reactants needed to synthesize it. The reactants are: [CH2:1]([N:8]1[C:17](=O)[C:16]2[C:11](=[CH:12][CH:13]=[CH:14][CH:15]=2)[C:10]([C:19]2[C:27]3[C:22](=[CH:23][CH:24]=[CH:25][CH:26]=3)[N:21]([CH2:28][C:29]([OH:31])=O)[C:20]=2[CH3:32])=[N:9]1)[C:2]1[CH:7]=[CH:6][CH:5]=[CH:4][CH:3]=1.Cl.[CH3:34][NH:35][CH3:36].F[P-](F)(F)(F)(F)F.N1([O:53][P+](N(C)C)(N(C)C)N(C)C)C2C=CC=CC=2N=N1.CN1CCOCC1. (2) Given the product [N:26]1[C:30]2[CH:31]=[CH:32][C:33]([NH:35][C:20]3[N:19]=[CH:18][C:17]4=[CH:16][CH:15]=[C:14]([C:10]5[CH:11]=[CH:12][CH:13]=[C:8]([C:7]([CH3:25])([CH3:24])[O:6][SiH2:5][C:1]([CH3:4])([CH3:3])[CH3:2])[CH:9]=5)[N:22]4[N:21]=3)=[CH:34][C:29]=2[NH:28][CH:27]=1, predict the reactants needed to synthesize it. The reactants are: [C:1]([SiH2:5][O:6][C:7]([CH3:25])([CH3:24])[C:8]1[CH:9]=[C:10]([C:14]2[N:22]3[C:17]([CH:18]=[N:19][C:20](O)=[N:21]3)=[CH:16][CH:15]=2)[CH:11]=[CH:12][CH:13]=1)([CH3:4])([CH3:3])[CH3:2].[N:26]1[C:30]2[CH:31]=[CH:32][C:33]([NH2:35])=[CH:34][C:29]=2[NH:28][CH:27]=1. (3) Given the product [CH3:1][O:2][C:3]1[CH:12]=[C:11]2[C:6]([C:7]([O:13][CH2:14][C:15]3[N:19]4[N:20]=[C:21]([C:24]5[S:28][C:27]([C:29]([N:41]6[CH2:46][CH2:45][O:44][CH2:43][CH2:42]6)=[O:30])=[CH:26][CH:25]=5)[CH:22]=[CH:23][C:18]4=[N:17][N:16]=3)=[CH:8][CH:9]=[N:10]2)=[CH:5][CH:4]=1, predict the reactants needed to synthesize it. The reactants are: [CH3:1][O:2][C:3]1[CH:12]=[C:11]2[C:6]([C:7]([O:13][CH2:14][C:15]3[N:19]4[N:20]=[C:21]([C:24]5[S:28][C:27]([C:29](Cl)=[O:30])=[CH:26][CH:25]=5)[CH:22]=[CH:23][C:18]4=[N:17][N:16]=3)=[CH:8][CH:9]=[N:10]2)=[CH:5][CH:4]=1.C(N(C(C)C)C(C)C)C.[NH:41]1[CH2:46][CH2:45][O:44][CH2:43][CH2:42]1. (4) Given the product [N:15]1([CH2:2][C:3]2[N:4]=[N:5][C:6]3[C:7](=[C:9]([NH2:14])[N:10]=[C:11]([NH2:13])[N:12]=3)[N:8]=2)[CH2:19][CH2:18][CH2:17][CH2:16]1, predict the reactants needed to synthesize it. The reactants are: Cl[CH2:2][C:3]1[N:4]=[N:5][C:6]2[C:7](=[C:9]([NH2:14])[N:10]=[C:11]([NH2:13])[N:12]=2)[N:8]=1.[NH:15]1[CH2:19][CH2:18][CH2:17][CH2:16]1. (5) The reactants are: [CH3:1][Si:2]([CH3:20])([CH3:19])[CH2:3][CH2:4][O:5][C:6](=[O:18])[NH:7][C:8]1[CH:13]=[C:12]([N+:14]([O-])=O)[CH:11]=[CH:10][C:9]=1[F:17]. Given the product [CH3:1][Si:2]([CH3:20])([CH3:19])[CH2:3][CH2:4][O:5][C:6](=[O:18])[NH:7][C:8]1[CH:13]=[C:12]([NH2:14])[CH:11]=[CH:10][C:9]=1[F:17], predict the reactants needed to synthesize it. (6) Given the product [Br:23][C:22]1[C:16]2[N:15]=[C:14]([N:12]3[CH:13]=[C:9]([C:7]([OH:8])=[O:6])[CH:10]=[N:11]3)[NH:18][C:17]=2[CH:19]=[C:20]([Cl:25])[C:21]=1[Cl:24], predict the reactants needed to synthesize it. The reactants are: O[Li].O.C([O:6][C:7]([C:9]1[CH:10]=[N:11][N:12]([C:14]2[NH:18][C:17]3[CH:19]=[C:20]([Cl:25])[C:21]([Cl:24])=[C:22]([Br:23])[C:16]=3[N:15]=2)[CH:13]=1)=[O:8])C.C1COCC1. (7) Given the product [CH3:13][C:5]1[N:4]=[C:3]2[CH2:14][CH2:15][CH2:16][O:17][C:2]2=[N:7][C:6]=1[C:8]([O:10][CH2:11][CH3:12])=[O:9], predict the reactants needed to synthesize it. The reactants are: O[C:2]1[N:7]=[C:6]([C:8]([O:10][CH2:11][CH3:12])=[O:9])[C:5]([CH3:13])=[N:4][C:3]=1[CH2:14][CH2:15][CH2:16][OH:17].C1(P(C2C=CC=CC=2)C2C=CC=CC=2)C=CC=CC=1.N(C(OCC)=O)=NC(OCC)=O. (8) Given the product [Cl:7][C:8]1[C:12]([NH:13][C:14](=[O:24])[CH2:15][CH2:16][S:17][CH2:18][CH2:19][C:20]([F:21])([F:22])[F:23])=[CH:11][N:10]([C:32]2[CH:33]=[N:34][CH:35]=[CH:36][CH:37]=2)[N:9]=1, predict the reactants needed to synthesize it. The reactants are: CNCCNC.[Cl:7][C:8]1[C:12]([NH:13][C:14](=[O:24])[CH2:15][CH2:16][S:17][CH2:18][CH2:19][C:20]([F:23])([F:22])[F:21])=[CH:11][NH:10][N:9]=1.C(=O)([O-])[O-].[K+].[K+].Br[C:32]1[CH:33]=[N:34][CH:35]=[CH:36][CH:37]=1. (9) Given the product [CH3:30][C:29]1[C:24]([N:21]2[CH2:22][CH2:23][N:18]([C:16]([C:3]3[CH:4]=[CH:5][C:6]([CH2:8][N:9]4[CH2:13][CH2:12][CH2:11][S:10]4(=[O:15])=[O:14])=[CH:7][C:2]=3[CH3:32])=[O:17])[CH2:19][CH2:20]2)=[N:25][CH:26]=[C:27]([CH3:31])[CH:28]=1, predict the reactants needed to synthesize it. The reactants are: Br[C:2]1[CH:7]=[C:6]([CH2:8][N:9]2[CH2:13][CH2:12][CH2:11][S:10]2(=[O:15])=[O:14])[CH:5]=[CH:4][C:3]=1[C:16]([N:18]1[CH2:23][CH2:22][N:21]([C:24]2[C:29]([CH3:30])=[CH:28][C:27]([CH3:31])=[CH:26][N:25]=2)[CH2:20][CH2:19]1)=[O:17].[CH3:32]B(O)O.